This data is from NCI-60 drug combinations with 297,098 pairs across 59 cell lines. The task is: Regression. Given two drug SMILES strings and cell line genomic features, predict the synergy score measuring deviation from expected non-interaction effect. (1) Drug 1: C1=NNC2=C1C(=O)NC=N2. Drug 2: CCN(CC)CCCC(C)NC1=C2C=C(C=CC2=NC3=C1C=CC(=C3)Cl)OC. Cell line: RXF 393. Synergy scores: CSS=12.8, Synergy_ZIP=-5.37, Synergy_Bliss=1.03, Synergy_Loewe=-0.619, Synergy_HSA=1.90. (2) Drug 1: CC1=C2C(C(=O)C3(C(CC4C(C3C(C(C2(C)C)(CC1OC(=O)C(C(C5=CC=CC=C5)NC(=O)OC(C)(C)C)O)O)OC(=O)C6=CC=CC=C6)(CO4)OC(=O)C)OC)C)OC. Drug 2: C1CN(CCN1C(=O)CCBr)C(=O)CCBr. Cell line: SN12C. Synergy scores: CSS=33.1, Synergy_ZIP=-6.13, Synergy_Bliss=-4.45, Synergy_Loewe=-13.7, Synergy_HSA=-0.241. (3) Drug 1: CC12CCC(CC1=CCC3C2CCC4(C3CC=C4C5=CN=CC=C5)C)O. Drug 2: CC1=C2C(C(=O)C3(C(CC4C(C3C(C(C2(C)C)(CC1OC(=O)C(C(C5=CC=CC=C5)NC(=O)OC(C)(C)C)O)O)OC(=O)C6=CC=CC=C6)(CO4)OC(=O)C)OC)C)OC. Cell line: SR. Synergy scores: CSS=90.4, Synergy_ZIP=13.4, Synergy_Bliss=12.3, Synergy_Loewe=4.38, Synergy_HSA=13.6.